Dataset: Reaction yield outcomes from USPTO patents with 853,638 reactions. Task: Predict the reaction yield, written as a fraction of the theoretical maximum amount of product (1.0 means a 100% yield; for example, 0.34 means a 34% yield). (1) The reactants are [CH3:1][NH:2][CH2:3][CH2:4][O:5][C:6]1[CH:15]=[CH:14][C:9]([C:10]([O:12][CH3:13])=[O:11])=[CH:8][C:7]=1[C:16]([O:18][CH3:19])=[O:17].[CH3:20][O:21][C:22]1[CH:23]=[C:24]([CH2:39][C:40](O)=[O:41])[CH:25]=[CH:26][C:27]=1[NH:28][C:29]([NH:31][C:32]1[CH:37]=[CH:36][CH:35]=[CH:34][C:33]=1[CH3:38])=[O:30].CCN(CC)CC. The catalyst is CN(C=O)C.CCOC(C)=O. The product is [CH3:20][O:21][C:22]1[CH:23]=[C:24]([CH2:39][C:40]([CH2:1][NH:2][CH2:3][CH2:4][O:5][C:6]2[CH:15]=[CH:14][C:9]([C:10]([O:12][CH3:13])=[O:11])=[CH:8][C:7]=2[C:16]([O:18][CH3:19])=[O:17])=[O:41])[CH:25]=[CH:26][C:27]=1[NH:28][C:29]([NH:31][C:32]1[CH:37]=[CH:36][CH:35]=[CH:34][C:33]=1[CH3:38])=[O:30]. The yield is 0.950. (2) The reactants are C([O:3][C:4](=O)[CH2:5][C:6]1([CH2:22][CH3:23])[C:11]2[NH:12][C:13]3[C:18]([C:10]=2[CH2:9][CH2:8][O:7]1)=[CH:17][C:16]([Br:19])=[CH:15][C:14]=3[CH2:20][CH3:21])C.[BH4-].[Li+]. The catalyst is O1CCCC1. The product is [Br:19][C:16]1[CH:17]=[C:18]2[C:13](=[C:14]([CH2:20][CH3:21])[CH:15]=1)[NH:12][C:11]1[C:6]([CH2:5][CH2:4][OH:3])([CH2:22][CH3:23])[O:7][CH2:8][CH2:9][C:10]2=1. The yield is 0.820.